From a dataset of Peptide-MHC class I binding affinity with 185,985 pairs from IEDB/IMGT. Regression. Given a peptide amino acid sequence and an MHC pseudo amino acid sequence, predict their binding affinity value. This is MHC class I binding data. (1) The binding affinity (normalized) is 0. The MHC is HLA-A02:06 with pseudo-sequence HLA-A02:06. The peptide sequence is CIRNASKFV. (2) The peptide sequence is REVLRTELTYL. The MHC is Mamu-A11 with pseudo-sequence Mamu-A11. The binding affinity (normalized) is 0.623. (3) The peptide sequence is TTEANAGQF. The MHC is HLA-A26:01 with pseudo-sequence HLA-A26:01. The binding affinity (normalized) is 0.0847. (4) The peptide sequence is PVPPPRKKRTV. The MHC is Mamu-A01 with pseudo-sequence Mamu-A01. The binding affinity (normalized) is 0.230. (5) The peptide sequence is SSMVNGVVK. The MHC is HLA-A11:01 with pseudo-sequence HLA-A11:01. The binding affinity (normalized) is 0.603. (6) The peptide sequence is VAAKGAPAL. The MHC is HLA-B18:01 with pseudo-sequence HLA-B18:01. The binding affinity (normalized) is 0.0847. (7) The MHC is HLA-A02:01 with pseudo-sequence HLA-A02:01. The peptide sequence is ELKTQSPDVL. The binding affinity (normalized) is 0. (8) The peptide sequence is ASDDENTGS. The MHC is HLA-A01:01 with pseudo-sequence HLA-A01:01. The binding affinity (normalized) is 0.327. (9) The peptide sequence is HTQGYFPDW. The MHC is HLA-A26:01 with pseudo-sequence HLA-A26:01. The binding affinity (normalized) is 0.296.